Dataset: Reaction yield outcomes from USPTO patents with 853,638 reactions. Task: Predict the reaction yield, written as a fraction of the theoretical maximum amount of product (1.0 means a 100% yield; for example, 0.34 means a 34% yield). (1) The product is [OH:8][C:9]1[CH:14]=[CH:13][C:12]([C:15]2([OH:31])[CH2:16][CH2:17][NH:18][CH2:19][CH2:20]2)=[CH:11][CH:10]=1. The reactants are C([O:8][C:9]1[CH:14]=[CH:13][C:12]([C:15]2([OH:31])[CH2:20][CH2:19][N:18](C(OCC3C=CC=CC=3)=O)[CH2:17][CH2:16]2)=[CH:11][CH:10]=1)C1C=CC=CC=1. The yield is 0.666. The catalyst is [Pd].CO. (2) The product is [CH3:18][C:16]1([CH3:19])[CH2:17][C:12]([CH3:11])([Sn:2]([CH3:8])([CH3:7])[CH3:1])[CH2:13][C:14](=[O:20])[CH2:15]1. The catalyst is O1CCCC1.O. The yield is 0.917. The reactants are [CH3:1][Sn:2]([CH3:8])([CH3:7])[Sn:2]([CH3:8])([CH3:7])[CH3:1].C[Li].[CH3:11][C:12]1[CH2:17][C:16]([CH3:19])([CH3:18])[CH2:15][C:14](=[O:20])[CH:13]=1.CO.